Predict the product of the given reaction. From a dataset of Forward reaction prediction with 1.9M reactions from USPTO patents (1976-2016). (1) Given the reactants [F:1][C:2]1[CH:7]=[CH:6][C:5]([NH2:8])=[CH:4][C:3]=1[N+:9]([O-:11])=[O:10].[C:12](O[C:12]([O:14][C:15]([CH3:18])([CH3:17])[CH3:16])=[O:13])([O:14][C:15]([CH3:18])([CH3:17])[CH3:16])=[O:13], predict the reaction product. The product is: [C:15]([O:14][C:12](=[O:13])[NH:8][C:5]1[CH:6]=[CH:7][C:2]([F:1])=[C:3]([N+:9]([O-:11])=[O:10])[CH:4]=1)([CH3:18])([CH3:17])[CH3:16]. (2) Given the reactants [C:1]([C:3]1[CH:12]=[CH:11][C:6]([C:7]([O:9]C)=[O:8])=[C:5]([CH3:13])[CH:4]=1)#[N:2].[OH-].[Na+], predict the reaction product. The product is: [C:1]([C:3]1[CH:12]=[CH:11][C:6]([C:7]([OH:9])=[O:8])=[C:5]([CH3:13])[CH:4]=1)#[N:2].